From a dataset of Catalyst prediction with 721,799 reactions and 888 catalyst types from USPTO. Predict which catalyst facilitates the given reaction. (1) Reactant: [NH2:1][C:2]1[C:7]([CH3:8])=[CH:6][CH:5]=[CH:4][N:3]=1.[C:9](OCC)(=[O:16])[CH2:10][C:11](OCC)=[O:12]. Product: [OH:16][C:9]1[N:1]=[C:2]2[C:7]([CH3:8])=[CH:6][CH:5]=[CH:4][N:3]2[C:11](=[O:12])[CH:10]=1. The catalyst class is: 13. (2) Reactant: [C:1]([O:5][C:6](=[O:21])[NH:7][CH2:8][C@H:9]1[CH2:13][CH2:12][N:11](CC2C=CC=CC=2)[CH2:10]1)([CH3:4])([CH3:3])[CH3:2]. Product: [C:1]([O:5][C:6](=[O:21])[NH:7][CH2:8][CH:9]1[CH2:13][CH2:12][NH:11][CH2:10]1)([CH3:4])([CH3:2])[CH3:3]. The catalyst class is: 45. (3) Reactant: [C:1]([O:5][C:6]([N:8]1[CH2:13][CH2:12][CH:11]([N:14]2[C:18]3=[N:19][CH:20]=[N:21][C:22]([O:23][C:24]4[C:25]([CH3:35])=[N:26][C:27]([N:30]5[CH:34]=[N:33][CH:32]=[N:31]5)=[CH:28][CH:29]=4)=[C:17]3[CH:16]=[N:15]2)[CH2:10][CH2:9]1)=[O:7])(C)([CH3:3])[CH3:2].FC(F)(F)C(O)=O.ClC(OC(C)C)=O.C(N(CC)CC)C.C(=O)([O-])[O-].[Na+].[Na+]. Product: [CH:1]([O:5][C:6]([N:8]1[CH2:9][CH2:10][CH:11]([N:14]2[C:18]3=[N:19][CH:20]=[N:21][C:22]([O:23][C:24]4[C:25]([CH3:35])=[N:26][C:27]([N:30]5[CH:34]=[N:33][CH:32]=[N:31]5)=[CH:28][CH:29]=4)=[C:17]3[CH:16]=[N:15]2)[CH2:12][CH2:13]1)=[O:7])([CH3:3])[CH3:2]. The catalyst class is: 4. (4) Reactant: [N:1]1[CH:6]=[CH:5][C:4]([C:7]([OH:9])=O)=[CH:3][CH:2]=1.CCN=C=NCCCN(C)C.Cl.C1C=CC2N(O)N=NC=2C=1.C(N(CC)C(C)C)(C)C.Cl.[CH3:42][C:43]1[C:51]2[C:50]([N:52]3[CH2:57][CH2:56][CH:55]([NH2:58])[CH2:54][CH2:53]3)=[N:49][CH:48]=[N:47][C:46]=2[NH:45][CH:44]=1. Product: [CH3:42][C:43]1[C:51]2[C:50]([N:52]3[CH2:57][CH2:56][CH:55]([NH:58][C:7]([C:4]4[CH:3]=[CH:2][N:1]=[CH:6][CH:5]=4)=[O:9])[CH2:54][CH2:53]3)=[N:49][CH:48]=[N:47][C:46]=2[NH:45][CH:44]=1. The catalyst class is: 9. (5) Reactant: [OH:1][C:2]1[CH:10]=[CH:9][C:5]([C:6]([OH:8])=O)=[CH:4][N:3]=1.ON1C2N=CC=CC=2N=N1.Cl.CN(C)CCCN=C=NCC.[CH3:33][C:34]([CH3:38])([CH3:37])[CH2:35][NH2:36].C(N(CC)C(C)C)(C)C. Product: [CH3:33][C:34]([CH3:38])([CH3:37])[CH2:35][NH:36][C:6](=[O:8])[C:5]1[CH:9]=[CH:10][C:2]([OH:1])=[N:3][CH:4]=1. The catalyst class is: 42. (6) Product: [CH2:1]([O:5][CH2:6][CH2:7][O:8][C:9]1[CH:10]=[CH:11][C:12]([C:15]2[CH:16]=[CH:17][C:18]3[N:24]([CH2:25][CH:26]([CH3:27])[CH3:28])[CH2:23][CH2:22][C:21]([C:29]([NH:31][C:32]4[CH:33]=[CH:34][C:35]([S:38]([CH2:39][C:40]5[N:41]([CH:45]6[CH2:46][CH2:47]6)[CH:42]=[CH:43][N:44]=5)=[O:57])=[CH:36][CH:37]=4)=[O:30])=[CH:20][C:19]=3[CH:48]=2)=[CH:13][CH:14]=1)[CH2:2][CH2:3][CH3:4]. The catalyst class is: 4. Reactant: [CH2:1]([O:5][CH2:6][CH2:7][O:8][C:9]1[CH:14]=[CH:13][C:12]([C:15]2[CH:16]=[CH:17][C:18]3[N:24]([CH2:25][CH:26]([CH3:28])[CH3:27])[CH2:23][CH2:22][C:21]([C:29]([NH:31][C:32]4[CH:37]=[CH:36][C:35]([S:38][CH2:39][C:40]5[N:41]([CH:45]6[CH2:47][CH2:46]6)[CH:42]=[CH:43][N:44]=5)=[CH:34][CH:33]=4)=[O:30])=[CH:20][C:19]=3[CH:48]=2)=[CH:11][CH:10]=1)[CH2:2][CH2:3][CH3:4].ClC1C=CC=C(C(OO)=[O:57])C=1.